From a dataset of Catalyst prediction with 721,799 reactions and 888 catalyst types from USPTO. Predict which catalyst facilitates the given reaction. (1) Reactant: [O:1]=[C:2]1[C:7]([C:8](O)=[O:9])=[CH:6][CH:5]=[CH:4][N:3]1[CH2:11][C:12]1[CH:21]=[CH:20][C:19]2[C:18]([CH3:23])([CH3:22])[CH2:17][CH2:16][C:15]([CH3:25])([CH3:24])[C:14]=2[CH:13]=1.[NH2:26][C@@H:27]([CH2:35][CH2:36][CH2:37][NH:38][C:39]([NH:41][S:42]([C:45]1[C:46]([CH3:59])=[C:47]2[C:52](=[C:53]([CH3:56])[C:54]=1[CH3:55])[O:51][C:50]([CH3:58])([CH3:57])[CH2:49][CH2:48]2)(=[O:44])=[O:43])=[NH:40])[C:28]([O:30][C:31]([CH3:34])([CH3:33])[CH3:32])=[O:29].CN(C(ON1N=NC2C=CC=CC1=2)=[N+](C)C)C.F[P-](F)(F)(F)(F)F.CCN(C(C)C)C(C)C. Product: [O:1]=[C:2]1[C:7]([C:8]([NH:26][C@@H:27]([CH2:35][CH2:36][CH2:37][NH:38][C:39]([NH:41][S:42]([C:45]2[C:46]([CH3:59])=[C:47]3[C:52](=[C:53]([CH3:56])[C:54]=2[CH3:55])[O:51][C:50]([CH3:58])([CH3:57])[CH2:49][CH2:48]3)(=[O:43])=[O:44])=[NH:40])[C:28]([O:30][C:31]([CH3:32])([CH3:33])[CH3:34])=[O:29])=[O:9])=[CH:6][CH:5]=[CH:4][N:3]1[CH2:11][C:12]1[CH:21]=[CH:20][C:19]2[C:18]([CH3:23])([CH3:22])[CH2:17][CH2:16][C:15]([CH3:25])([CH3:24])[C:14]=2[CH:13]=1. The catalyst class is: 3. (2) Reactant: [Cl:1][C:2]1[CH:10]=[CH:9][C:5]([C:6](O)=[O:7])=[C:4]([O:11][CH3:12])[CH:3]=1.CN(C=O)C.C(Cl)(=O)C([Cl:21])=O. Product: [Cl:1][C:2]1[CH:10]=[CH:9][C:5]([C:6]([Cl:21])=[O:7])=[C:4]([O:11][CH3:12])[CH:3]=1. The catalyst class is: 4. (3) Reactant: CN1CCOCC1.[CH3:8][N+:9]1([C:15]2[N:20]=[C:19]([O:21][CH3:22])[N:18]=[C:17]([O:23][CH3:24])[N:16]=2)[CH2:14][CH2:13][O:12][CH2:11][CH2:10]1.[Cl-:25].[OH:26][CH2:27][C:28]1[S:32][C:31]([C:33]2[CH:41]=[CH:40][C:36]([C:37]([OH:39])=O)=[CH:35][CH:34]=2)=[N:30][CH:29]=1.[C:42]([O:46][C:47]([NH:49][C:50]1[CH:55]=[CH:54][CH:53]=[CH:52][C:51]=1[NH2:56])=[O:48])([CH3:45])([CH3:44])[CH3:43]. Product: [CH3:8][N+:9]1([C:15]2[N:16]=[C:17]([O:23][CH3:24])[N:18]=[C:19]([O:21][CH3:22])[N:20]=2)[CH2:14][CH2:13][O:12][CH2:11][CH2:10]1.[Cl-:25].[OH:26][CH2:27][C:28]1[S:32][C:31]([C:33]2[CH:34]=[CH:35][C:36]([C:37]([NH:56][C:51]3[CH:52]=[CH:53][CH:54]=[CH:55][C:50]=3[NH:49][C:47](=[O:48])[O:46][C:42]([CH3:44])([CH3:43])[CH3:45])=[O:39])=[CH:40][CH:41]=2)=[N:30][CH:29]=1. The catalyst class is: 3.